Dataset: Full USPTO retrosynthesis dataset with 1.9M reactions from patents (1976-2016). Task: Predict the reactants needed to synthesize the given product. (1) Given the product [C:44]([O:57][C:72]([N:70]1[CH2:9][CH2:10][CH:11]([CH2:14][CH2:15][N:16]2[CH2:17][CH2:18][N:19]([C:22]3[CH:23]=[CH:24][C:25]([NH:28][C:35](=[O:37])[CH2:34][O:33][CH2:32][CH2:31][O:30][CH3:29])=[CH:26][CH:27]=3)[CH2:20][CH2:21]2)[CH2:12][CH2:13]1)=[O:73])([CH3:45])([CH3:46])[CH3:47], predict the reactants needed to synthesize it. The reactants are: C(OC(C1[CH2:13][CH2:12][CH:11]([CH2:14][CH2:15][N:16]2[CH2:21][CH2:20][N:19]([C:22]3[CH:27]=[CH:26][C:25]([NH2:28])=[CH:24][CH:23]=3)[CH2:18][CH2:17]2)[CH2:10][CH2:9]1)=O)(C)(C)C.[CH3:29][O:30][CH2:31][CH2:32][O:33][CH2:34][C:35]([OH:37])=O.CCN([CH:44]([CH3:46])[CH3:45])C(C)C.[CH:47]1C=CC2N(O)N=NC=2C=1.[OH2:57].CCN=C=NCCCN(C)C.C[N:70]([CH:72]=[O:73])C. (2) Given the product [Br:31][CH:32]([C:34]1[CH:42]=[CH:41][C:37]([C:38]([NH:1][C:2]2[CH:3]=[CH:4][C:5]([CH3:24])=[C:6]([C:8]3[CH:17]=[C:16]4[C:11]([CH:12]=[C:13]([NH:18][C:19]([CH:21]5[CH2:22][CH2:23]5)=[O:20])[N:14]=[CH:15]4)=[CH:10][CH:9]=3)[CH:7]=2)=[O:39])=[CH:36][CH:35]=1)[CH3:33], predict the reactants needed to synthesize it. The reactants are: [NH2:1][C:2]1[CH:3]=[CH:4][C:5]([CH3:24])=[C:6]([C:8]2[CH:17]=[C:16]3[C:11]([CH:12]=[C:13]([NH:18][C:19]([CH:21]4[CH2:23][CH2:22]4)=[O:20])[N:14]=[CH:15]3)=[CH:10][CH:9]=2)[CH:7]=1.N1C=CC=CC=1.[Br:31][CH:32]([C:34]1[CH:42]=[CH:41][C:37]([C:38](Cl)=[O:39])=[CH:36][CH:35]=1)[CH3:33]. (3) The reactants are: Cl[CH2:2][C:3]1[O:7][C:6]([C:8]2[CH:13]=[CH:12][C:11]([O:14][CH3:15])=[CH:10][CH:9]=2)=[N:5][C:4]=1[CH2:16][O:17][CH:18]1[CH2:23][CH2:22][CH2:21][CH2:20][O:19]1.[Cl:24][C:25]1[CH:32]=[C:31]([OH:33])[CH:30]=[CH:29][C:26]=1[C:27]#[N:28].C(=O)([O-])[O-].[Cs+].[Cs+]. Given the product [Cl:24][C:25]1[CH:32]=[C:31]([O:33][CH2:2][C:3]2[O:7][C:6]([C:8]3[CH:13]=[CH:12][C:11]([O:14][CH3:15])=[CH:10][CH:9]=3)=[N:5][C:4]=2[CH2:16][O:17][CH:18]2[CH2:23][CH2:22][CH2:21][CH2:20][O:19]2)[CH:30]=[CH:29][C:26]=1[C:27]#[N:28], predict the reactants needed to synthesize it. (4) Given the product [CH2:1]([O:8][C:9]1[CH:10]=[C:11]([C:15]2[N:16]=[C:17]([O:25][CH2:26][CH3:27])[N:18]3[CH:23]=[CH:22][N:21]=[C:20]([NH2:28])[C:19]=23)[CH:12]=[CH:13][CH:14]=1)[C:2]1[CH:7]=[CH:6][CH:5]=[CH:4][CH:3]=1, predict the reactants needed to synthesize it. The reactants are: [CH2:1]([O:8][C:9]1[CH:10]=[C:11]([C:15]2[N:16]=[C:17]([O:25][CH2:26][CH3:27])[N:18]3[CH:23]=[CH:22][N:21]=[C:20](Cl)[C:19]=23)[CH:12]=[CH:13][CH:14]=1)[C:2]1[CH:7]=[CH:6][CH:5]=[CH:4][CH:3]=1.[NH3:28]. (5) Given the product [CH3:9][C:10]1[N:14]([CH:15]2[CH2:21][C@H:20]3[N:22]([CH2:23][CH2:24][C:25]4([C:31]5[CH:36]=[CH:35][CH:34]=[CH:33][CH:32]=5)[CH2:26][CH2:27][N:28]([C:6]([C:3]5([C:1]#[N:2])[CH2:5][CH2:4]5)=[O:8])[CH2:29][CH2:30]4)[C@H:17]([CH2:18][CH2:19]3)[CH2:16]2)[C:13]2[CH:37]=[CH:38][CH:39]=[CH:40][C:12]=2[N:11]=1, predict the reactants needed to synthesize it. The reactants are: [C:1]([C:3]1([C:6]([OH:8])=O)[CH2:5][CH2:4]1)#[N:2].[CH3:9][C:10]1[N:14]([CH:15]2[CH2:21][C@H:20]3[N:22]([CH2:23][CH2:24][C:25]4([C:31]5[CH:36]=[CH:35][CH:34]=[CH:33][CH:32]=5)[CH2:30][CH2:29][NH:28][CH2:27][CH2:26]4)[C@H:17]([CH2:18][CH2:19]3)[CH2:16]2)[C:13]2[CH:37]=[CH:38][CH:39]=[CH:40][C:12]=2[N:11]=1. (6) Given the product [CH:1]1([C:4]2[C:5]([N:24]([C:30]3[CH:31]=[CH:32][C:33]([N+:40]([O-:42])=[O:41])=[C:34]([CH:39]=3)[C:35]([O:37][CH3:38])=[O:36])[S:25]([CH3:28])(=[O:27])=[O:26])=[CH:6][C:7]3[O:11][C:10]([C:12]4[CH:17]=[CH:16][C:15]([F:18])=[CH:14][CH:13]=4)=[C:9]([C:19](=[O:20])[NH:21][CH3:22])[C:8]=3[CH:23]=2)[CH2:3][CH2:2]1, predict the reactants needed to synthesize it. The reactants are: [CH:1]1([C:4]2[C:5]([NH:24][S:25]([CH3:28])(=[O:27])=[O:26])=[CH:6][C:7]3[O:11][C:10]([C:12]4[CH:17]=[CH:16][C:15]([F:18])=[CH:14][CH:13]=4)=[C:9]([C:19]([NH:21][CH3:22])=[O:20])[C:8]=3[CH:23]=2)[CH2:3][CH2:2]1.F[C:30]1[CH:31]=[CH:32][C:33]([N+:40]([O-:42])=[O:41])=[C:34]([CH:39]=1)[C:35]([O:37][CH3:38])=[O:36].C(=O)([O-])[O-].[Na+].[Na+].